This data is from Forward reaction prediction with 1.9M reactions from USPTO patents (1976-2016). The task is: Predict the product of the given reaction. (1) Given the reactants C1C(=O)N([Br:8])C(=O)C1.[F:9][C:10]1[CH:15]=[CH:14][C:13]([C:16]2[O:35][C:19]3=[N:20][CH:21]=[C:22]([C:24]4[CH:25]=[C:26]([CH:31]=[CH:32][C:33]=4[CH3:34])[C:27]([O:29][CH3:30])=[O:28])[CH:23]=[C:18]3[CH:17]=2)=[CH:12][CH:11]=1, predict the reaction product. The product is: [Br:8][C:17]1[C:18]2[C:19](=[N:20][CH:21]=[C:22]([C:24]3[CH:25]=[C:26]([CH:31]=[CH:32][C:33]=3[CH3:34])[C:27]([O:29][CH3:30])=[O:28])[CH:23]=2)[O:35][C:16]=1[C:13]1[CH:12]=[CH:11][C:10]([F:9])=[CH:15][CH:14]=1. (2) Given the reactants [F:1][C:2]1[CH:7]=[CH:6][C:5]([Mg]Br)=[CH:4][CH:3]=1.[NH2:10][C:11]1[CH:18]=[CH:17][C:16]([Cl:19])=[CH:15][C:12]=1[C:13]#N.C1C[O:23]CC1, predict the reaction product. The product is: [NH2:10][C:11]1[CH:18]=[CH:17][C:16]([Cl:19])=[CH:15][C:12]=1[C:13]([C:5]1[CH:6]=[CH:7][C:2]([F:1])=[CH:3][CH:4]=1)=[O:23]. (3) Given the reactants [F:1][C:2]1[CH:10]=[C:9]2[C:5]([C:6]([CH3:11])=[N:7][NH:8]2)=[CH:4][C:3]=1[CH:12]=O.[Cl:14][C:15]1[CH:20]=[CH:19][C:18]([C:21](=[O:25])[CH2:22][C:23]#[N:24])=[CH:17][CH:16]=1, predict the reaction product. The product is: [Cl:14][C:15]1[CH:16]=[CH:17][C:18]([C:21](/[C:22](=[CH:12]/[C:3]2[CH:4]=[C:5]3[C:9](=[CH:10][C:2]=2[F:1])[NH:8][N:7]=[C:6]3[CH3:11])/[C:23]#[N:24])=[O:25])=[CH:19][CH:20]=1. (4) Given the reactants CN(C(ON1N=NC2C=CC=NC1=2)=[N+](C)C)C.F[P-](F)(F)(F)(F)F.[C:25]([C:29]1[CH:30]=[C:31]([NH:40][C:41]([NH:43][C:44]2[C:53]3[C:48](=[CH:49][CH:50]=[CH:51][CH:52]=3)[C:47]([O:54][C:55]3[CH:60]=[CH:59][N:58]=[C:57]([NH:61][CH2:62][C:63]4[CH:68]=[CH:67][CH:66]=[CH:65][N:64]=4)[CH:56]=3)=[CH:46][CH:45]=2)=[O:42])[C:32]([O:38][CH3:39])=[C:33]([CH:37]=1)[C:34]([OH:36])=O)([CH3:28])([CH3:27])[CH3:26].CCN(CC)CC.[O:76]1[CH2:79][CH:78]([NH2:80])[CH2:77]1, predict the reaction product. The product is: [C:25]([C:29]1[CH:30]=[C:31]([NH:40][C:41]([NH:43][C:44]2[C:53]3[C:48](=[CH:49][CH:50]=[CH:51][CH:52]=3)[C:47]([O:54][C:55]3[CH:60]=[CH:59][N:58]=[C:57]([NH:61][CH2:62][C:63]4[CH:68]=[CH:67][CH:66]=[CH:65][N:64]=4)[CH:56]=3)=[CH:46][CH:45]=2)=[O:42])[C:32]([O:38][CH3:39])=[C:33]([CH:37]=1)[C:34]([NH:80][CH:78]1[CH2:79][O:76][CH2:77]1)=[O:36])([CH3:28])([CH3:26])[CH3:27]. (5) Given the reactants [H-].[Na+].[C:3]([C:5]1[CH:10]=[CH:9][C:8]([NH:11][C:12](=[O:18])[O:13][C:14]([CH3:17])([CH3:16])[CH3:15])=[CH:7][CH:6]=1)#[N:4].Cl.ClCC[C:23]1[NH:24][CH:25]=[CH:26][CH:27]=1.[Cl-].[NH4+].[C:30](OCC)(=O)[CH3:31], predict the reaction product. The product is: [C:3]([C:5]1[CH:6]=[CH:7][C:8]([N:11]([CH2:30][CH2:31][N:24]2[CH2:23][CH2:27][CH2:26][CH2:25]2)[C:12](=[O:18])[O:13][C:14]([CH3:15])([CH3:17])[CH3:16])=[CH:9][CH:10]=1)#[N:4]. (6) Given the reactants [Br:1][C:2]1[CH:3]=[N:4][CH:5]=[C:6]([CH:10]=1)[C:7]([OH:9])=O.C(N(CC)C(C)C)(C)C.[CH3:20][S@:21]([C:24]1[CH:29]=[CH:28][CH:27]=[CH:26][CH:25]=1)(=[NH:23])=[O:22], predict the reaction product. The product is: [Br:1][C:2]1[CH:3]=[N:4][CH:5]=[C:6]([CH:10]=1)[C:7]([N:23]=[S@@:21]([CH3:20])(=[O:22])[C:24]1[CH:29]=[CH:28][CH:27]=[CH:26][CH:25]=1)=[O:9]. (7) Given the reactants C(C1C2[C:7](=CN=CC=2)[N:6](CC(O)=O)[CH:5]=1)(=O)C.[NH2:17][C@@H:18]([C:22]1[CH:27]=[CH:26][CH:25]=[C:24]([Cl:28])[C:23]=1[F:29])[CH2:19][CH2:20]O, predict the reaction product. The product is: [Cl:28][C:24]1[C:23]([F:29])=[C:22]([C@H:18]([NH2:17])[CH2:19][CH2:20][N:6]([CH3:7])[CH3:5])[CH:27]=[CH:26][CH:25]=1. (8) Given the reactants [F:1][C:2]1[CH:7]=[CH:6][C:5]([C@:8]2([CH2:32][C:33]([CH3:37])([CH3:36])[C:34]#[N:35])[O:13][C:12](=[O:14])[N:11]([C@H:15]([C:17]3[CH:22]=[CH:21][C:20](B4OC(C)(C)C(C)(C)O4)=[CH:19][CH:18]=3)[CH3:16])[CH2:10][CH2:9]2)=[CH:4][CH:3]=1.I[C:39]1[CH:44]=[CH:43][N:42]([CH3:45])[C:41](=[O:46])[CH:40]=1.C([O-])([O-])=O.[Cs+].[Cs+], predict the reaction product. The product is: [F:1][C:2]1[CH:3]=[CH:4][C:5]([C@:8]2([CH2:32][C:33]([CH3:37])([CH3:36])[C:34]#[N:35])[O:13][C:12](=[O:14])[N:11]([C@H:15]([C:17]3[CH:22]=[CH:21][C:20]([C:39]4[CH:44]=[CH:43][N:42]([CH3:45])[C:41](=[O:46])[CH:40]=4)=[CH:19][CH:18]=3)[CH3:16])[CH2:10][CH2:9]2)=[CH:6][CH:7]=1.